Dataset: Full USPTO retrosynthesis dataset with 1.9M reactions from patents (1976-2016). Task: Predict the reactants needed to synthesize the given product. (1) Given the product [C:52]1([S:49]([N:46]2[C:43]3=[N:44][CH:45]=[C:40]([NH:39][C:1](=[O:5])[CH2:2][CH3:3])[C:41]([NH:58][CH:59]4[CH2:60][CH2:61][N:62]([CH:65]([CH3:69])[CH2:66][C:67]#[N:68])[CH2:63][CH2:64]4)=[C:42]3[CH:48]=[CH:47]2)(=[O:50])=[O:51])[CH:57]=[CH:56][CH:55]=[CH:54][CH:53]=1, predict the reactants needed to synthesize it. The reactants are: [C:1]([OH:5])(=O)[CH2:2][CH3:3].CN(C(ON1N=NC2C=CC=NC1=2)=[N+](C)C)C.F[P-](F)(F)(F)(F)F.C(N(C(C)C)CC)(C)C.[NH2:39][C:40]1[C:41]([NH:58][CH:59]2[CH2:64][CH2:63][N:62]([CH:65]([CH3:69])[CH2:66][C:67]#[N:68])[CH2:61][CH2:60]2)=[C:42]2[CH:48]=[CH:47][N:46]([S:49]([C:52]3[CH:57]=[CH:56][CH:55]=[CH:54][CH:53]=3)(=[O:51])=[O:50])[C:43]2=[N:44][CH:45]=1. (2) Given the product [N:18]1[CH:19]=[CH:20][CH:21]=[C:16]([N:1]2[CH2:6][CH2:5][CH2:4][C@@H:3]([NH:7][C:8](=[O:14])[O:9][C:10]([CH3:11])([CH3:13])[CH3:12])[CH2:2]2)[CH:17]=1, predict the reactants needed to synthesize it. The reactants are: [NH:1]1[CH2:6][CH2:5][CH2:4][C@@H:3]([NH:7][C:8](=[O:14])[O:9][C:10]([CH3:13])([CH3:12])[CH3:11])[CH2:2]1.Br[C:16]1[CH:17]=[N:18][CH:19]=[CH:20][CH:21]=1.C1C=CC(P(C2C(C3C(P(C4C=CC=CC=4)C4C=CC=CC=4)=CC=C4C=3C=CC=C4)=C3C(C=CC=C3)=CC=2)C2C=CC=CC=2)=CC=1.CC(C)([O-])C.[Na+]. (3) Given the product [Cl:21][C:22]1[C:27]([CH:28]([C:29]2[CH:34]=[CH:33][CH:32]=[C:31]([O:35][CH3:36])[CH:30]=2)[OH:37])=[CH:26][CH:25]=[CH:24][N:23]=1, predict the reactants needed to synthesize it. The reactants are: C([Li])CCC.C(NC(C)C)(C)C.C([N-]C(C)C)(C)C.[Li+].[Cl:21][C:22]1[CH:27]=[CH:26][CH:25]=[CH:24][N:23]=1.[CH:28](=[O:37])[C:29]1[CH:34]=[CH:33][CH:32]=[C:31]([O:35][CH3:36])[CH:30]=1.[Cl-].[NH4+]. (4) Given the product [CH3:1][O:2][C:3](=[O:13])[CH2:4][C:6]1[CH:11]=[CH:10][C:9]([OH:48])=[C:8]([C:28]2[CH:29]=[C:30]3[C:22]([C:17]4[CH:18]=[CH:19][CH:20]=[CH:21][C:16]=4[O:15][CH3:14])=[N:23][N:24]([CH2:40][O:41][CH2:42][CH2:43][Si:44]([CH3:45])([CH3:47])[CH3:46])[C:25]3=[N:26][CH:27]=2)[N:7]=1, predict the reactants needed to synthesize it. The reactants are: [CH3:1][O:2][C:3](=[O:13])[CH:4]([C:6]1[CH:11]=[CH:10][CH:9]=[C:8](Br)[N:7]=1)O.[CH3:14][O:15][C:16]1[CH:21]=[CH:20][CH:19]=[CH:18][C:17]=1[C:22]1[C:30]2[C:25](=[N:26][CH:27]=[C:28](B3OC(C)(C)C(C)(C)O3)[CH:29]=2)[N:24]([CH2:40][O:41][CH2:42][CH2:43][Si:44]([CH3:47])([CH3:46])[CH3:45])[N:23]=1.[OH2:48]. (5) Given the product [CH3:17][C:18]1[CH:19]=[C:20]([CH:21]=[CH:9][C:10]([O:12][CH2:13][CH3:14])=[O:11])[CH:23]=[CH:24][CH:25]=1, predict the reactants needed to synthesize it. The reactants are: C(OP([CH2:9][C:10]([O:12][CH2:13][CH3:14])=[O:11])(OCC)=O)C.[H-].[Na+].[CH3:17][C:18]1[CH:19]=[C:20]([CH:23]=[CH:24][CH:25]=1)[CH:21]=O.Cl.